From a dataset of Full USPTO retrosynthesis dataset with 1.9M reactions from patents (1976-2016). Predict the reactants needed to synthesize the given product. (1) Given the product [C:1]1([S:7]([N:10]2[C:14]3=[N:15][CH:16]=[C:17]([NH:34][C:39](=[O:38])[CH3:40])[C:18]([NH:19][CH:20]4[CH2:25][CH2:24][N:23]([CH2:26][C:27]5[CH:32]=[CH:31][CH:30]=[CH:29][CH:28]=5)[CH2:22][CH:21]4[CH3:33])=[C:13]3[CH:12]=[CH:11]2)(=[O:9])=[O:8])[CH:6]=[CH:5][CH:4]=[CH:3][CH:2]=1, predict the reactants needed to synthesize it. The reactants are: [C:1]1([S:7]([N:10]2[C:14]3=[N:15][CH:16]=[C:17]([N+:34]([O-])=O)[C:18]([NH:19][CH:20]4[CH2:25][CH2:24][N:23]([CH2:26][C:27]5[CH:32]=[CH:31][CH:30]=[CH:29][CH:28]=5)[CH2:22][CH:21]4[CH3:33])=[C:13]3[CH:12]=[CH:11]2)(=[O:9])=[O:8])[CH:6]=[CH:5][CH:4]=[CH:3][CH:2]=1.C(OCC)(OCC)[O:38][CH2:39][CH3:40]. (2) Given the product [CH2:34]([C:31]1[CH:30]=[N:29][C:28]([N:24]2[CH2:25][CH2:26][CH:21]([CH2:20][O:19][C:16]3[CH:15]=[CH:14][C:13]([C:10]4[CH:11]=[CH:12][C:7]([S:4]([CH3:3])(=[O:5])=[O:6])=[CH:8][CH:9]=4)=[CH:18][N:17]=3)[CH2:22][CH2:23]2)=[N:33][CH:32]=1)[CH3:35], predict the reactants needed to synthesize it. The reactants are: Cl.Cl.[CH3:3][S:4]([C:7]1[CH:12]=[CH:11][C:10]([C:13]2[CH:14]=[CH:15][C:16]([O:19][CH2:20][CH:21]3[CH2:26][CH2:25][NH:24][CH2:23][CH2:22]3)=[N:17][CH:18]=2)=[CH:9][CH:8]=1)(=[O:6])=[O:5].Cl[C:28]1[N:33]=[CH:32][C:31]([CH2:34][CH3:35])=[CH:30][N:29]=1.C([O-])([O-])=O.[K+].[K+].